This data is from Peptide-MHC class I binding affinity with 185,985 pairs from IEDB/IMGT. The task is: Regression. Given a peptide amino acid sequence and an MHC pseudo amino acid sequence, predict their binding affinity value. This is MHC class I binding data. The peptide sequence is GVYGGLCLA. The MHC is HLA-A02:11 with pseudo-sequence HLA-A02:11. The binding affinity (normalized) is 1.00.